Dataset: TCR-epitope binding with 47,182 pairs between 192 epitopes and 23,139 TCRs. Task: Binary Classification. Given a T-cell receptor sequence (or CDR3 region) and an epitope sequence, predict whether binding occurs between them. (1) The TCR CDR3 sequence is CASRETVSYEQYF. Result: 1 (the TCR binds to the epitope). The epitope is TPINLVRDL. (2) The epitope is YVFCTVNAL. The TCR CDR3 sequence is CASSASQFAEAFF. Result: 0 (the TCR does not bind to the epitope). (3) The epitope is GLCTLVAML. The TCR CDR3 sequence is CASSLAHPYEQYF. Result: 0 (the TCR does not bind to the epitope).